Task: Predict the reactants needed to synthesize the given product.. Dataset: Full USPTO retrosynthesis dataset with 1.9M reactions from patents (1976-2016) (1) Given the product [C:24]1([NH:30][C:31]([N:13]2[CH2:14][CH2:15][CH:10]([N:9]([CH2:16][C:17]3[C:22]([CH3:23])=[CH:21][CH:20]=[CH:19][N:18]=3)[CH2:8][C:3]3[C:2]([CH3:1])=[CH:7][CH:6]=[CH:5][N:4]=3)[CH2:11][CH2:12]2)=[O:32])[CH:29]=[CH:28][CH:27]=[CH:26][CH:25]=1, predict the reactants needed to synthesize it. The reactants are: [CH3:1][C:2]1[C:3]([CH2:8][N:9]([CH2:16][C:17]2[C:22]([CH3:23])=[CH:21][CH:20]=[CH:19][N:18]=2)[CH:10]2[CH2:15][CH2:14][NH:13][CH2:12][CH2:11]2)=[N:4][CH:5]=[CH:6][CH:7]=1.[C:24]1([N:30]=[C:31]=[O:32])[CH:29]=[CH:28][CH:27]=[CH:26][CH:25]=1. (2) Given the product [N:15]1([CH2:20][CH2:21][CH2:14][C:13]2[NH:3][C:4](=[O:12])[C:5]3[C:6]([CH:11]=2)=[CH:7][CH:8]=[CH:9][CH:10]=3)[CH2:19][CH2:18][CH2:17][CH2:16]1, predict the reactants needed to synthesize it. The reactants are: C([N:3]([CH2:13][CH3:14])[C:4](=[O:12])[C:5]1[CH:10]=[CH:9][CH:8]=[CH:7][C:6]=1[CH3:11])C.[N:15]1([CH2:20][CH2:21]CC#N)[CH2:19][CH2:18][CH2:17][CH2:16]1. (3) Given the product [Cl:1][C:2]1[CH:3]=[CH:4][C:5]([C@@:8]2([CH3:37])[C@:12]([C:14]3[CH:19]=[CH:18][C:17]([Cl:20])=[CH:16][CH:15]=3)([CH3:13])[N:11]([C:21]([N:44]3[CH2:45][CH2:46][N:41]([C:38](=[O:40])[CH3:39])[CH2:42][CH2:43]3)=[O:22])[C:10]([C:24]3[CH:29]=[CH:28][C:27]([C:30]([F:33])([F:32])[F:31])=[CH:26][C:25]=3[O:34][CH2:35][CH3:36])=[N:9]2)=[CH:6][CH:7]=1, predict the reactants needed to synthesize it. The reactants are: [Cl:1][C:2]1[CH:7]=[CH:6][C:5]([C:8]2([CH3:37])[C:12]([C:14]3[CH:19]=[CH:18][C:17]([Cl:20])=[CH:16][CH:15]=3)([CH3:13])[N:11]([C:21](Cl)=[O:22])[C:10]([C:24]3[CH:29]=[CH:28][C:27]([C:30]([F:33])([F:32])[F:31])=[CH:26][C:25]=3[O:34][CH2:35][CH3:36])=[N:9]2)=[CH:4][CH:3]=1.[C:38]([N:41]1[CH2:46][CH2:45][NH:44][CH2:43][CH2:42]1)(=[O:40])[CH3:39]. (4) Given the product [C:1]([O:5][C:6](=[O:26])[NH:7][CH:8]([C:18]1[CH:23]=[CH:22][C:21]([Cl:24])=[C:20]([Cl:25])[CH:19]=1)[C:9](=[O:10])[C:11]1[CH:12]=[CH:13][C:14]([O:17][CH2:33][CH:30]2[CH2:31][CH2:32][O:27][CH2:28][CH2:29]2)=[CH:15][CH:16]=1)([CH3:4])([CH3:2])[CH3:3], predict the reactants needed to synthesize it. The reactants are: [C:1]([O:5][C:6](=[O:26])[NH:7][CH:8]([C:18]1[CH:23]=[CH:22][C:21]([Cl:24])=[C:20]([Cl:25])[CH:19]=1)[C:9]([C:11]1[CH:16]=[CH:15][C:14]([OH:17])=[CH:13][CH:12]=1)=[O:10])([CH3:4])([CH3:3])[CH3:2].[O:27]1[CH2:32][CH2:31][CH:30]([CH2:33]O)[CH2:29][CH2:28]1. (5) Given the product [CH3:1][C:2]1[CH:3]=[C:4]([CH:24]=[CH:25][CH:26]=1)[CH:5]=[N:6][NH:7][C:8]1[CH:13]=[C:12]([N:14]2[CH2:19][CH2:18][O:17][CH2:16][CH2:15]2)[N:11]=[C:10]([CH2:20][CH2:21][CH2:22][O:23][C:36](=[O:37])[NH:35][C:31]2[CH:32]=[CH:33][CH:34]=[C:29]([O:28][CH3:27])[CH:30]=2)[CH:9]=1, predict the reactants needed to synthesize it. The reactants are: [CH3:1][C:2]1[CH:3]=[C:4]([CH:24]=[CH:25][CH:26]=1)[CH:5]=[N:6][NH:7][C:8]1[CH:13]=[C:12]([N:14]2[CH2:19][CH2:18][O:17][CH2:16][CH2:15]2)[N:11]=[C:10]([CH2:20][CH2:21][CH2:22][OH:23])[CH:9]=1.[CH3:27][O:28][C:29]1[CH:30]=[C:31]([N:35]=[C:36]=[O:37])[CH:32]=[CH:33][CH:34]=1.CN(C1C=CC=CN=1)C. (6) Given the product [CH3:1][O:2][C:3]1[CH:4]=[C:5]([C:13]2[N:22]=[C:21]([C:23]([N:33]3[CH2:32][CH2:31][C:30]4[C:35](=[CH:36][CH:37]=[C:28]([F:27])[CH:29]=4)[CH2:34]3)=[O:24])[C:20]3[C:15](=[CH:16][CH:17]=[CH:18][CH:19]=3)[N:14]=2)[CH:6]=[C:7]([O:11][CH3:12])[C:8]=1[O:9][CH3:10], predict the reactants needed to synthesize it. The reactants are: [CH3:1][O:2][C:3]1[CH:4]=[C:5]([C:13]2[N:22]=[C:21]([C:23](O)=[O:24])[C:20]3[C:15](=[CH:16][CH:17]=[CH:18][CH:19]=3)[N:14]=2)[CH:6]=[C:7]([O:11][CH3:12])[C:8]=1[O:9][CH3:10].Cl.[F:27][C:28]1[CH:29]=[C:30]2[C:35](=[CH:36][CH:37]=1)[CH2:34][NH:33][CH2:32][CH2:31]2.